Predict the reactants needed to synthesize the given product. From a dataset of Full USPTO retrosynthesis dataset with 1.9M reactions from patents (1976-2016). Given the product [NH2:5][C:6]1[C:15]2[CH:14]=[CH:13][CH:12]=[C:11]([C:16]([NH:18][C:19]3[CH:24]=[C:23]([C:25](=[O:37])[NH:26][C:27]4[CH:28]=[C:29]([C:33]([F:34])([F:35])[F:36])[CH:30]=[CH:31][N:39]=4)[CH:22]=[CH:21][C:20]=3[CH3:38])=[O:17])[C:10]=2[CH:9]=[CH:8][N:7]=1, predict the reactants needed to synthesize it. The reactants are: C([NH:5][C:6]1[C:15]2[CH:14]=[CH:13][CH:12]=[C:11]([C:16]([NH:18][C:19]3[CH:24]=[C:23]([C:25](=[O:37])[NH:26][C:27]4C=[CH:31][CH:30]=[C:29]([C:33]([F:36])([F:35])[F:34])[CH:28]=4)[CH:22]=[CH:21][C:20]=3[CH3:38])=[O:17])[C:10]=2[CH:9]=[CH:8][N:7]=1)(C)(C)C.[NH2:39]C1C=C(C(F)(F)F)C=CN=1.